Predict which catalyst facilitates the given reaction. From a dataset of Catalyst prediction with 721,799 reactions and 888 catalyst types from USPTO. (1) Reactant: Br[C:2]1[C:3]([CH2:21][CH3:22])=[C:4]([CH:8]=[C:9]2[CH2:14][CH2:13][N:12]([CH2:15][C:16]([O:18][CH2:19][CH3:20])=[O:17])[CH2:11][CH2:10]2)[CH:5]=[CH:6][CH:7]=1.[CH3:23][C:24]1([CH3:40])[C:28]([CH3:30])([CH3:29])[O:27][B:26]([B:26]2[O:27][C:28]([CH3:30])([CH3:29])[C:24]([CH3:40])([CH3:23])[O:25]2)[O:25]1.C([O-])(=O)C.[K+]. Product: [CH2:21]([C:3]1[C:2]([B:26]2[O:27][C:28]([CH3:30])([CH3:29])[C:24]([CH3:40])([CH3:23])[O:25]2)=[CH:7][CH:6]=[CH:5][C:4]=1[CH:8]=[C:9]1[CH2:14][CH2:13][N:12]([CH2:15][C:16]([O:18][CH2:19][CH3:20])=[O:17])[CH2:11][CH2:10]1)[CH3:22]. The catalyst class is: 462. (2) Reactant: [CH2:1]([O:8][C:9]1[CH:10]=[C:11]([CH:25]=[CH:26][C:27]=1[N+:28]([O-:30])=[O:29])[CH2:12][CH:13]1[C:22]2[C:17](=[CH:18][CH:19]=[CH:20][CH:21]=2)[CH2:16][CH2:15][C:14]1=[N:23]O)[C:2]1[CH:7]=[CH:6][CH:5]=[CH:4][CH:3]=1.P(Cl)(Cl)(Cl)(Cl)Cl.[OH2:37]. Product: [CH2:1]([O:8][C:9]1[CH:10]=[C:11]([CH:25]=[CH:26][C:27]=1[N+:28]([O-:30])=[O:29])[CH2:12][CH:13]1[C:22]2[CH:21]=[CH:20][CH:19]=[CH:18][C:17]=2[CH2:16][CH2:15][C:14](=[O:37])[NH:23]1)[C:2]1[CH:7]=[CH:6][CH:5]=[CH:4][CH:3]=1. The catalyst class is: 22. (3) The catalyst class is: 380. Product: [Cl:1][C:2]1[CH:3]=[C:4]([CH2:16][C:17]([O:19][CH3:20])=[O:18])[CH:5]=[CH:6][C:7]=1[C:32]#[N:33]. Reactant: [Cl:1][C:2]1[CH:3]=[C:4]([CH2:16][C:17]([O:19][CH3:20])=[O:18])[CH:5]=[CH:6][C:7]=1OS(C(F)(F)F)(=O)=O.CCOC(C)=O.C([O-])(O)=O.[Na+].[CH3:32][N:33](C=O)C. (4) Reactant: [NH4+:1].[Cl-:2].C[Al](C)C.[CH3:7][O:8][C:9]([CH3:13])([CH3:12])[C:10]#[N:11].CO. Product: [ClH:2].[CH3:7][O:8][C:9]([CH3:13])([CH3:12])[C:10](=[NH:1])[NH2:11]. The catalyst class is: 11. (5) Reactant: Cl[C:2]1[CH:3]=[C:4]([C:9]([N+:12]([O-:14])=[O:13])=[CH:10][N:11]=1)[C:5]([O:7][CH3:8])=[O:6].[N:15]12[CH2:23][CH2:22][CH:19]([CH2:20][CH2:21]1)[NH:18][CH2:17][CH2:16]2.C(N(CC)CC)C. Product: [N:15]12[CH2:23][CH2:22][CH:19]([CH2:20][CH2:21]1)[N:18]([C:2]1[CH:3]=[C:4]([C:9]([N+:12]([O-:14])=[O:13])=[CH:10][N:11]=1)[C:5]([O:7][CH3:8])=[O:6])[CH2:17][CH2:16]2. The catalyst class is: 5.